Dataset: Peptide-MHC class II binding affinity with 134,281 pairs from IEDB. Task: Regression. Given a peptide amino acid sequence and an MHC pseudo amino acid sequence, predict their binding affinity value. This is MHC class II binding data. (1) The peptide sequence is SQDLELSWNLNGLQAW. The MHC is DRB1_0802 with pseudo-sequence DRB1_0802. The binding affinity (normalized) is 0.371. (2) The peptide sequence is TLWQRPLVTIKIGGQLMEAL. The MHC is DRB1_0404 with pseudo-sequence DRB1_0404. The binding affinity (normalized) is 0.253. (3) The binding affinity (normalized) is 0.0941. The MHC is DRB4_0101 with pseudo-sequence DRB4_0103. The peptide sequence is AEGGKATTEEQKLIE. (4) The peptide sequence is AFKVAATAANAAPAN. The MHC is DRB1_0404 with pseudo-sequence DRB1_0404. The binding affinity (normalized) is 0.343. (5) The peptide sequence is QCCDLDPQARVAIKSLTERL. The MHC is DRB1_0101 with pseudo-sequence DRB1_0101. The binding affinity (normalized) is 0.846. (6) The peptide sequence is GPLLVLQAGFFLLTR. The MHC is HLA-DPA10301-DPB10402 with pseudo-sequence HLA-DPA10301-DPB10402. The binding affinity (normalized) is 0.668. (7) The peptide sequence is IEEPTAAAIAYGLDR. The MHC is HLA-DQA10501-DQB10301 with pseudo-sequence HLA-DQA10501-DQB10301. The binding affinity (normalized) is 0.639. (8) The peptide sequence is RNLKNAGLIVGQMIL. The MHC is H-2-IAb with pseudo-sequence H-2-IAb. The binding affinity (normalized) is 0.197. (9) The binding affinity (normalized) is 0.574. The peptide sequence is CLHYTVDKSKPKV. The MHC is DRB5_0101 with pseudo-sequence DRB5_0101.